Dataset: Reaction yield outcomes from USPTO patents with 853,638 reactions. Task: Predict the reaction yield, written as a fraction of the theoretical maximum amount of product (1.0 means a 100% yield; for example, 0.34 means a 34% yield). (1) The reactants are [CH2:1]([Sn:9](=[O:18])[CH2:10][CH2:11][CH2:12][CH2:13][CH2:14][CH2:15][CH2:16][CH3:17])[CH2:2][CH2:3][CH2:4][CH2:5][CH2:6][CH2:7][CH3:8].[CH3:19][CH:20]([CH3:24])[CH2:21][CH2:22][OH:23]. No catalyst specified. The product is [CH2:1]([Sn:9]([CH2:10][CH2:11][CH2:12][CH2:13][CH2:14][CH2:15][CH2:16][CH3:17])([O:23][CH2:22][CH2:21][CH:20]([CH3:24])[CH3:19])[O:18][Sn:9]([CH2:10][CH2:11][CH2:12][CH2:13][CH2:14][CH2:15][CH2:16][CH3:17])([CH2:1][CH2:2][CH2:3][CH2:4][CH2:5][CH2:6][CH2:7][CH3:8])[O:23][CH2:22][CH2:21][CH:20]([CH3:24])[CH3:19])[CH2:2][CH2:3][CH2:4][CH2:5][CH2:6][CH2:7][CH3:8]. The yield is 0.990. (2) The reactants are [NH2:1][C:2]1[N:3]=[CH:4][C:5]([C:18]2[CH:45]=[CH:44][C:21]([CH2:22][NH:23][CH:24]3[CH2:29][CH2:28][N:27]([C:30]([O:32][C:33]([CH3:36])([CH3:35])[CH3:34])=[O:31])[C@@H:26]([C:37]([O:39][C:40]([CH3:43])([CH3:42])[CH3:41])=[O:38])[CH2:25]3)=[CH:20][CH:19]=2)=[N:6][C:7]=1[NH:8][CH2:9][C:10]1[C:15]([Cl:16])=[CH:14][CH:13]=[CH:12][C:11]=1[Cl:17].[CH:46](=O)[CH3:47].C(O)(=O)C.CCOC(C)=O. The catalyst is CC#N.CCCCCCC. The product is [NH2:1][C:2]1[N:3]=[CH:4][C:5]([C:18]2[CH:19]=[CH:20][C:21]([CH2:22][N:23]([CH2:46][CH3:47])[CH:24]3[CH2:29][CH2:28][N:27]([C:30]([O:32][C:33]([CH3:36])([CH3:35])[CH3:34])=[O:31])[C@@H:26]([C:37]([O:39][C:40]([CH3:43])([CH3:42])[CH3:41])=[O:38])[CH2:25]3)=[CH:44][CH:45]=2)=[N:6][C:7]=1[NH:8][CH2:9][C:10]1[C:11]([Cl:17])=[CH:12][CH:13]=[CH:14][C:15]=1[Cl:16]. The yield is 0.530. (3) The reactants are C([O:8][C:9]1[CH:10]=[C:11]([C:17]2([C:20]([NH:22][C:23]3[CH:28]=[CH:27][CH:26]=[C:25]([C:29]4[CH:34]=[CH:33][C:32]([S:35]([N:38]5[CH2:42][CH2:41][CH2:40][C@@H:39]5[CH2:43][OH:44])(=[O:37])=[O:36])=[CH:31][CH:30]=4)[N:24]=3)=[O:21])[CH2:19][CH2:18]2)[CH:12]=[CH:13][C:14]=1[O:15][CH3:16])C1C=CC=CC=1.[H][H]. The catalyst is C(O)C.[Pd]. The product is [OH:8][C:9]1[CH:10]=[C:11]([C:17]2([C:20]([NH:22][C:23]3[CH:28]=[CH:27][CH:26]=[C:25]([C:29]4[CH:34]=[CH:33][C:32]([S:35]([N:38]5[CH2:42][CH2:41][CH2:40][C@@H:39]5[CH2:43][OH:44])(=[O:37])=[O:36])=[CH:31][CH:30]=4)[N:24]=3)=[O:21])[CH2:18][CH2:19]2)[CH:12]=[CH:13][C:14]=1[O:15][CH3:16]. The yield is 0.340. (4) The reactants are [CH3:1][O:2][C:3](=[O:12])[C:4]1[CH:9]=[CH:8][C:7]([F:10])=[C:6](Br)[CH:5]=1.[B:13]1([B:13]2[O:17][C:16]([CH3:19])([CH3:18])[C:15]([CH3:21])([CH3:20])[O:14]2)[O:17][C:16]([CH3:19])([CH3:18])[C:15]([CH3:21])([CH3:20])[O:14]1.C([O-])(=O)C.[K+]. The catalyst is C1C=CC(P(C2C=CC=CC=2)[C-]2C=CC=C2)=CC=1.C1C=CC(P(C2C=CC=CC=2)[C-]2C=CC=C2)=CC=1.Cl[Pd]Cl.[Fe+2].ClCCl. The product is [CH3:1][O:2][C:3](=[O:12])[C:4]1[CH:9]=[CH:8][C:7]([F:10])=[C:6]([B:13]2[O:17][C:16]([CH3:19])([CH3:18])[C:15]([CH3:21])([CH3:20])[O:14]2)[CH:5]=1. The yield is 0.740. (5) The reactants are [CH:1]([N:4]=[C:5]([CH3:7])[CH3:6])([CH3:3])[CH3:2].[CH2:8]([O:10][C:11](=[O:22])[C:12](=[CH:18]OCC)[C:13](OCC)=[O:14])[CH3:9]. The catalyst is C1(OC2C=CC=CC=2)C=CC=CC=1. The product is [CH:5]([N:4]1[C:1]([CH3:3])=[CH:2][CH:18]=[C:12]([C:11]([O:10][CH2:8][CH3:9])=[O:22])[C:13]1=[O:14])([CH3:7])[CH3:6]. The yield is 0.700.